Dataset: Catalyst prediction with 721,799 reactions and 888 catalyst types from USPTO. Task: Predict which catalyst facilitates the given reaction. (1) Reactant: [CH3:1][O:2][C:3](=[O:29])[CH2:4][C:5]1[CH:10]=[CH:9][C:8]([OH:11])=[C:7]([O:12][C:13]2[CH:18]=[CH:17][C:16]([N+:19]([O-:21])=[O:20])=[CH:15][C:14]=2[CH2:22][S:23][CH2:24][C:25]([F:28])([F:27])[F:26])[CH:6]=1.Cl[C:31]([F:36])([F:35])C([O-])=O.[Na+].C(=O)([O-])[O-].[K+].[K+]. Product: [CH3:1][O:2][C:3](=[O:29])[CH2:4][C:5]1[CH:10]=[CH:9][C:8]([O:11][CH:31]([F:36])[F:35])=[C:7]([O:12][C:13]2[CH:18]=[CH:17][C:16]([N+:19]([O-:21])=[O:20])=[CH:15][C:14]=2[CH2:22][S:23][CH2:24][C:25]([F:28])([F:26])[F:27])[CH:6]=1. The catalyst class is: 18. (2) Reactant: C[O:2][C:3](=[O:24])[C@@H:4]([N:9]1[CH2:13][C:12]([O:14][C:15]2[CH:20]=[CH:19][C:18]([F:21])=[CH:17][C:16]=2[F:22])=[CH:11][C:10]1=[O:23])[CH2:5][CH:6]([CH3:8])[CH3:7].O.[OH-].[Li+].Cl. Product: [F:22][C:16]1[CH:17]=[C:18]([F:21])[CH:19]=[CH:20][C:15]=1[O:14][C:12]1[CH2:13][N:9]([C@@H:4]([CH2:5][CH:6]([CH3:8])[CH3:7])[C:3]([OH:24])=[O:2])[C:10](=[O:23])[CH:11]=1. The catalyst class is: 30. (3) Reactant: C=C1C=[CH:7][C:6]2[CH:9]=[CH:10][CH:11]=[CH:12][C:5]=2[O:4]C1.CS(N)(=O)=O.S(=O)(O)[O-].[Na+].[OH2:23].[C:24]([OH:28])([CH3:27])([CH3:26])[CH3:25]. Product: [OH:23][CH2:25][C:24]1([OH:28])[CH:27]=[CH:7][C:6]2[CH:9]=[CH:10][CH:11]=[CH:12][C:5]=2[O:4][CH2:26]1. The catalyst class is: 771.